Dataset: Retrosynthesis with 50K atom-mapped reactions and 10 reaction types from USPTO. Task: Predict the reactants needed to synthesize the given product. (1) Given the product CN(C(=O)[C@@H]1CCC(=O)O1)[C@@H]1c2ccccc2C[C@H]1NC(=O)c1cc2cc(Cl)ccc2[nH]1, predict the reactants needed to synthesize it. The reactants are: CN[C@@H]1c2ccccc2C[C@H]1NC(=O)c1cc2cc(Cl)ccc2[nH]1.O=C1CC[C@@H](C(=O)O)O1. (2) Given the product Fc1ccc(CSc2cccc(Br)c2)cc1, predict the reactants needed to synthesize it. The reactants are: Fc1ccc(CBr)cc1.Sc1cccc(Br)c1. (3) Given the product COc1ccc(OCC#N)cc1OC, predict the reactants needed to synthesize it. The reactants are: COc1ccc(O)cc1OC.N#CCBr. (4) Given the product CC(=O)Nc1ncc(N)cn1, predict the reactants needed to synthesize it. The reactants are: CC(=O)Nc1ncc([N+](=O)[O-])cn1. (5) Given the product O=C(c1ccccc1)C(O)c1ccncc1, predict the reactants needed to synthesize it. The reactants are: CC(C)(C)[Si](C)(C)OC(C(=O)c1ccccc1)c1ccncc1. (6) The reactants are: CC1(C)C(C(=O)c2cn(CC3CCOCC3)c3ccc(C(=O)O)cc23)C1(C)C.NCCO. Given the product CC1(C)C(C(=O)c2cn(CC3CCOCC3)c3ccc(C(=O)NCCO)cc23)C1(C)C, predict the reactants needed to synthesize it.